Dataset: CYP1A2 inhibition data for predicting drug metabolism from PubChem BioAssay. Task: Regression/Classification. Given a drug SMILES string, predict its absorption, distribution, metabolism, or excretion properties. Task type varies by dataset: regression for continuous measurements (e.g., permeability, clearance, half-life) or binary classification for categorical outcomes (e.g., BBB penetration, CYP inhibition). Dataset: cyp1a2_veith. (1) The compound is CN1CCN(CC/C=C2\c3ccccc3Sc3ccc(S(=O)(=O)N(C)C)cc32)CC1. The result is 0 (non-inhibitor). (2) The compound is O=C1c2ccccc2NC(c2ccc(Cl)cc2Cl)N1O. The result is 1 (inhibitor). (3) The molecule is NCCCCN=C(N)N. The result is 0 (non-inhibitor). (4) The molecule is COc1ccccc1-c1ccc2ncnc(N(C)C)c2c1. The result is 1 (inhibitor). (5) The drug is CN(C)C(=O)c1ccc(-c2nccc(N(C)Cc3ccco3)n2)cc1. The result is 1 (inhibitor). (6) The drug is CN(C)c1ncc2nc(-c3cc(F)cc(F)c3)c(=O)n(Cc3ccc(F)cc3)c2n1. The result is 0 (non-inhibitor). (7) The compound is CCOC(=O)N/N=C1/C[C@@H](O)[C@@H](O)[C@@H]2[C@@H]3C(=O)N(c4cccc(Oc5ccccc5)c4)C(=O)[C@H]3CC[C@@H]12. The result is 0 (non-inhibitor).